This data is from Full USPTO retrosynthesis dataset with 1.9M reactions from patents (1976-2016). The task is: Predict the reactants needed to synthesize the given product. Given the product [Cl:1][C:2]1[CH:3]=[CH:4][C:5]([C:25]#[N:26])=[C:6]([C:8]2[C:13]([O:14][CH3:15])=[CH:12][N:11]([CH:16]([CH2:20][CH2:21][O:22][CH3:23])[C:17]([NH:27][C:28]3[CH:29]=[CH:30][C:31]([C:32]([O:34][CH2:35][CH3:36])=[O:33])=[CH:37][CH:38]=3)=[O:18])[C:10](=[O:24])[CH:9]=2)[CH:7]=1, predict the reactants needed to synthesize it. The reactants are: [Cl:1][C:2]1[CH:3]=[CH:4][C:5]([C:25]#[N:26])=[C:6]([C:8]2[C:13]([O:14][CH3:15])=[CH:12][N:11]([CH:16]([CH2:20][CH2:21][O:22][CH3:23])[C:17](O)=[O:18])[C:10](=[O:24])[CH:9]=2)[CH:7]=1.[NH2:27][C:28]1[CH:38]=[CH:37][C:31]([C:32]([O:34][CH2:35][CH3:36])=[O:33])=[CH:30][CH:29]=1.CC(C)N=C=NC(C)C.